Dataset: Catalyst prediction with 721,799 reactions and 888 catalyst types from USPTO. Task: Predict which catalyst facilitates the given reaction. Product: [CH3:1][O:2][C:3](=[O:12])[C:4]1[CH:9]=[CH:8][C:7]([O:10][CH2:13][C:14]2[CH:19]=[CH:18][CH:17]=[CH:16][CH:15]=2)=[C:6]([Cl:11])[CH:5]=1. The catalyst class is: 9. Reactant: [CH3:1][O:2][C:3](=[O:12])[C:4]1[CH:9]=[CH:8][C:7]([OH:10])=[C:6]([Cl:11])[CH:5]=1.[CH2:13](Br)[C:14]1[CH:19]=[CH:18][CH:17]=[CH:16][CH:15]=1.C(=O)([O-])[O-].[K+].[K+].